Dataset: Catalyst prediction with 721,799 reactions and 888 catalyst types from USPTO. Task: Predict which catalyst facilitates the given reaction. (1) The catalyst class is: 570. Product: [F:27][C:17]1[CH:18]=[C:19]2[C:25](=[O:26])[NH:24][CH2:23][CH2:22][C:21]3=[C:13]([C:10]4[CH:9]=[CH:8][C:7]([CH2:6][NH:4][CH3:3])=[CH:12][CH:11]=4)[NH:14][C:15]([CH:16]=1)=[C:20]23. Reactant: CO[C:3](=O)[N:4]([CH2:6][C:7]1[CH:12]=[CH:11][C:10]([C:13]2[NH:14][C:15]3[CH:16]=[C:17]([F:27])[CH:18]=[C:19]4[C:25](=[O:26])[NH:24][CH2:23][CH2:22][C:21]=2[C:20]=34)=[CH:9][CH:8]=1)C.C(CN)O.[OH-].[Na+]. (2) Reactant: Cl.C(O)C.C(OC([N:12]([CH2:30][C:31]([O:33][C:34](C)(C)[CH3:35])=[O:32])[C:13]1[CH:18]=[CH:17][CH:16]=[C:15]([CH2:19][NH:20][S:21]([C:24]2[CH:29]=[CH:28][CH:27]=[CH:26][N:25]=2)(=[O:23])=[O:22])[N:14]=1)=O)(C)(C)C.[OH-].[Na+]. Product: [N:25]1[CH:26]=[CH:27][CH:28]=[CH:29][C:24]=1[S:21]([NH:20][CH2:19][C:15]1[N:14]=[C:13]([NH:12][CH2:30][C:31]([O:33][CH2:34][CH3:35])=[O:32])[CH:18]=[CH:17][CH:16]=1)(=[O:22])=[O:23]. The catalyst class is: 6. (3) Reactant: [CH:1]1([C:4]2(O)[C:10]3[CH:11]=[CH:12][CH:13]=[N:14][C:9]=3[CH2:8][O:7][C:6]3[CH:15]=[CH:16][CH:17]=[CH:18][C:5]2=3)[CH2:3][CH2:2]1.P(Br)(Br)[Br:21].[Cl-].[Cl-].[Cl-].[Al+3].[C:28](Cl)(=[O:30])[CH3:29]. Product: [Br:21][CH2:3][CH2:2][CH:1]=[C:4]1[C:10]2[CH:11]=[CH:12][CH:13]=[N:14][C:9]=2[CH2:8][O:7][C:6]2[CH:15]=[CH:16][C:17]([C:28](=[O:30])[CH3:29])=[CH:18][C:5]1=2. The catalyst class is: 34. (4) Reactant: [Cl-].[Ce+3].[Cl-].[Cl-].C[Mg]Br.F[C:9](F)(F)[C:10]([C:13]1[CH:18]=[CH:17][CH:16]=[C:15]([O:19][C@@H:20]2[CH2:25][CH2:24][C@@H:23]([CH3:26])[N:22]([C:27]([C:29]3[CH:34]=[CH:33][CH:32]=[CH:31][C:30]=3[N:35]3[N:39]=[CH:38][CH:37]=[N:36]3)=[O:28])[CH2:21]2)[CH:14]=1)([OH:12])[CH3:11]. Product: [CH3:26][C@H:23]1[N:22]([C:27]([C:29]2[CH:34]=[CH:33][CH:32]=[CH:31][C:30]=2[N:35]2[N:36]=[CH:37][CH:38]=[N:39]2)=[O:28])[CH2:21][C@H:20]([O:19][C:15]2[CH:14]=[C:13]([C:10]([OH:12])([CH3:11])[CH3:9])[CH:18]=[CH:17][CH:16]=2)[CH2:25][CH2:24]1. The catalyst class is: 182. (5) Reactant: [O:1]1[CH:6]2[CH2:7][NH:8][CH2:9][CH:5]2[O:4][CH2:3][CH2:2]1.[F:10][C:11]1[CH:16]=[CH:15][C:14]([NH:17][C:18]2[C:27]3[C:22](=[CH:23][C:24]([O:33][CH3:34])=[C:25]([O:28][CH2:29][CH2:30][CH2:31]Cl)[CH:26]=3)[N:21]=[CH:20][N:19]=2)=[CH:13][CH:12]=1.C([O-])([O-])=O.[K+].[K+]. Product: [F:10][C:11]1[CH:12]=[CH:13][C:14]([NH:17][C:18]2[C:27]3[C:22](=[CH:23][C:24]([O:33][CH3:34])=[C:25]([O:28][CH2:29][CH2:30][CH2:31][N:8]4[CH2:7][CH:6]5[O:1][CH2:2][CH2:3][O:4][CH:5]5[CH2:9]4)[CH:26]=3)[N:21]=[CH:20][N:19]=2)=[CH:15][CH:16]=1. The catalyst class is: 639. (6) Reactant: [Br:1][C:2]1[CH:3]=[C:4]([NH2:9])[C:5]([NH2:8])=[CH:6][CH:7]=1.[CH:10](=O)[CH:11]=O. Product: [Br:1][C:2]1[CH:3]=[C:4]2[C:5](=[CH:6][CH:7]=1)[N:8]=[CH:11][CH:10]=[N:9]2. The catalyst class is: 88.